Dataset: Full USPTO retrosynthesis dataset with 1.9M reactions from patents (1976-2016). Task: Predict the reactants needed to synthesize the given product. (1) Given the product [CH2:1]([NH:8][C:9]1[CH:17]=[C:16]([N:18]2[CH2:23][CH2:22][N:21]([C:24](=[O:31])[C:25]3[CH:30]=[CH:29][CH:28]=[CH:27][CH:26]=3)[CH2:20][CH2:19]2)[CH:15]=[CH:14][C:33]=1[C:32]([NH2:50])=[O:34])[C:2]1[CH:7]=[CH:6][CH:5]=[CH:4][CH:3]=1, predict the reactants needed to synthesize it. The reactants are: [CH2:1]([NH:8][C:9]1[CH:17]=[C:16]([N:18]2[CH2:23][CH2:22][N:21]([C:24](=[O:31])[C:25]3[CH:30]=[CH:29][CH:28]=[CH:27][CH:26]=3)[CH2:20][CH2:19]2)[CH:15]=[CH:14]C=1C(O)=O)[C:2]1[CH:7]=[CH:6][CH:5]=[CH:4][CH:3]=1.[CH2:32]([OH:34])[CH3:33].N.C1(P([N:50]=[N+]=[N-])(C2C=CC=CC=2)=O)C=CC=CC=1. (2) Given the product [NH2:8][C:5]1[CH:6]=[CH:7][C:2]([CH3:1])=[C:3]([NH:11][C:12](=[O:36])[C:13]2[CH:18]=[CH:17][C:16]([NH:19][C:20]3[N:29]=[C:28]([C:30]4[CH:31]=[CH:32][CH:33]=[CH:34][CH:35]=4)[C:27]4[C:22](=[CH:23][CH:24]=[CH:25][CH:26]=4)[N:21]=3)=[CH:15][CH:14]=2)[CH:4]=1, predict the reactants needed to synthesize it. The reactants are: [CH3:1][C:2]1[CH:7]=[CH:6][C:5]([N+:8]([O-])=O)=[CH:4][C:3]=1[NH:11][C:12](=[O:36])[C:13]1[CH:18]=[CH:17][C:16]([NH:19][C:20]2[N:29]=[C:28]([C:30]3[CH:35]=[CH:34][CH:33]=[CH:32][CH:31]=3)[C:27]3[C:22](=[CH:23][CH:24]=[CH:25][CH:26]=3)[N:21]=2)=[CH:15][CH:14]=1.C(O)=O.C([O-])=O.[K+]. (3) Given the product [C:12]([O:1][C:2]1[CH:3]=[C:4]([CH:8]=[C:9]([O:11][C:23](=[O:26])[CH3:24])[CH:10]=1)[C:5]([OH:7])=[O:6])(=[O:14])[CH3:13], predict the reactants needed to synthesize it. The reactants are: [OH:1][C:2]1[CH:3]=[C:4]([CH:8]=[C:9]([OH:11])[CH:10]=1)[C:5]([OH:7])=[O:6].[C:12](OC(=O)C)(=[O:14])[CH3:13].N1[CH:24]=[CH:23]C=CC=1.C(O)=[O:26]. (4) The reactants are: [OH:1][C:2]1[C:3]([O:15][CH3:16])=[CH:4][C:5]([N+:12]([O-])=O)=[C:6]([CH:11]=1)[C:7]([O:9][CH3:10])=[O:8].[H][H]. Given the product [NH2:12][C:5]1[CH:4]=[C:3]([O:15][CH3:16])[C:2]([OH:1])=[CH:11][C:6]=1[C:7]([O:9][CH3:10])=[O:8], predict the reactants needed to synthesize it. (5) Given the product [CH3:1][N:2]([C:3]1[CH:4]=[N:5][CH:6]=[CH:7][C:8]=1[C:9]1[CH:14]=[CH:13][CH:12]=[CH:11][C:10]=1[CH3:15])[C:22](=[O:23])[C:21]1[CH:25]=[C:26]([C:28]([F:31])([F:30])[F:29])[CH:27]=[C:19]([N+:16]([O-:18])=[O:17])[CH:20]=1, predict the reactants needed to synthesize it. The reactants are: [CH3:1][NH:2][C:3]1[CH:4]=[N:5][CH:6]=[CH:7][C:8]=1[C:9]1[CH:14]=[CH:13][CH:12]=[CH:11][C:10]=1[CH3:15].[N+:16]([C:19]1[CH:20]=[C:21]([CH:25]=[C:26]([C:28]([F:31])([F:30])[F:29])[CH:27]=1)[C:22](O)=[O:23])([O-:18])=[O:17]. (6) Given the product [CH3:24][S:25]([O:12][C@H:10]1[CH2:11][C@@H:8]([NH:7][C:6]([O:5][C:1]([CH3:4])([CH3:2])[CH3:3])=[O:13])[CH2:9]1)(=[O:27])=[O:26], predict the reactants needed to synthesize it. The reactants are: [C:1]([O:5][C:6](=[O:13])[NH:7][C@H:8]1[CH2:11][C@@H:10]([OH:12])[CH2:9]1)([CH3:4])([CH3:3])[CH3:2].C(N(CC)CC)C.C(Cl)Cl.[CH3:24][S:25](Cl)(=[O:27])=[O:26]. (7) The reactants are: [Cl:1][C:2]1[CH:7]=[CH:6][C:5]([S:8](Cl)(=[O:10])=[O:9])=[CH:4][CH:3]=1.[NH2:12][C:13]1[CH:22]=[C:21]2[C:16]([CH2:17][CH2:18][N:19]([C:23]3[CH:24]=[CH:25][CH:26]=[C:27]4[C:31]=3[C:30](=[O:32])[N:29]([CH2:33][CH2:34][C:35]3[CH:44]=[CH:43][C:42]5[C:37](=[CH:38][CH:39]=[CH:40][CH:41]=5)[N:36]=3)[CH2:28]4)[CH2:20]2)=[CH:15][CH:14]=1.C([O-])(O)=O.[Na+]. Given the product [Cl:1][C:2]1[CH:7]=[CH:6][C:5]([S:8]([NH:12][C:13]2[CH:22]=[C:21]3[C:16]([CH2:17][CH2:18][N:19]([C:23]4[CH:24]=[CH:25][CH:26]=[C:27]5[C:31]=4[C:30](=[O:32])[N:29]([CH2:33][CH2:34][C:35]4[CH:44]=[CH:43][C:42]6[C:37](=[CH:38][CH:39]=[CH:40][CH:41]=6)[N:36]=4)[CH2:28]5)[CH2:20]3)=[CH:15][CH:14]=2)(=[O:10])=[O:9])=[CH:4][CH:3]=1, predict the reactants needed to synthesize it. (8) Given the product [CH2:1]([O:3][C:4](=[O:16])[CH2:5][N:6]1[C:14]2[C:9](=[CH:10][CH:11]=[C:12]([NH:15][C:30](=[O:31])[CH2:29][CH2:28][C:27]#[C:26][C:23]3[CH:24]=[CH:25][C:20]([O:19][C:18]([F:33])([F:34])[F:17])=[CH:21][CH:22]=3)[CH:13]=2)[CH:8]=[CH:7]1)[CH3:2], predict the reactants needed to synthesize it. The reactants are: [CH2:1]([O:3][C:4](=[O:16])[CH2:5][N:6]1[C:14]2[C:9](=[CH:10][CH:11]=[C:12]([NH2:15])[CH:13]=2)[CH:8]=[CH:7]1)[CH3:2].[F:17][C:18]([F:34])([F:33])[O:19][C:20]1[CH:25]=[CH:24][C:23]([C:26]#[C:27][CH2:28][CH2:29][C:30](O)=[O:31])=[CH:22][CH:21]=1.Cl.CN(C)CCCN=C=NCC.